From a dataset of Forward reaction prediction with 1.9M reactions from USPTO patents (1976-2016). Predict the product of the given reaction. (1) Given the reactants [CH3:1][N:2]1[CH2:27][CH2:26][C@:4]2([NH:8][C@H:7]([C:9]3[CH:14]=[C:13]([C:15]4[CH:20]=[CH:19][CH:18]=[C:17]([O:21][C:22]([F:25])([F:24])[F:23])[CH:16]=4)[CH:12]=[CH:11][N:10]=3)[CH2:6][CH2:5]2)[C:3]1=[O:28].[CH3:29][C:30]([O:33][C:34](O[C:34]([O:33][C:30]([CH3:32])([CH3:31])[CH3:29])=[O:35])=[O:35])([CH3:32])[CH3:31], predict the reaction product. The product is: [CH3:1][N:2]1[CH2:27][CH2:26][C@:4]2([N:8]([C:34]([O:33][C:30]([CH3:32])([CH3:31])[CH3:29])=[O:35])[C@H:7]([C:9]3[CH:14]=[C:13]([C:15]4[CH:20]=[CH:19][CH:18]=[C:17]([O:21][C:22]([F:24])([F:25])[F:23])[CH:16]=4)[CH:12]=[CH:11][N:10]=3)[CH2:6][CH2:5]2)[C:3]1=[O:28]. (2) Given the reactants [F:1][C:2]1[C:3]([CH3:9])=[C:4]([CH:6]=[CH:7][CH:8]=1)[NH2:5].[CH3:10][C:11]([CH3:16])=[CH:12][C:13](Cl)=[O:14], predict the reaction product. The product is: [F:1][C:2]1[C:3]([CH3:9])=[C:4]([NH:5][C:13](=[O:14])[CH:12]=[C:11]([CH3:16])[CH3:10])[CH:6]=[CH:7][CH:8]=1. (3) Given the reactants [CH3:1][O:2][C:3]([C:5]1[CH:10]=[N:9][C:8](Br)=[C:7]([O:12][CH2:13][CH:14]2[CH2:16][CH2:15]2)[N:6]=1)=[O:4].[O-]P([O-])([O-])=O.[K+].[K+].[K+].[CH:25]1(B(O)O)[CH2:27][CH2:26]1.C1(P(C2CCCCC2)C2CCCCC2)CCCCC1, predict the reaction product. The product is: [CH3:1][O:2][C:3]([C:5]1[CH:10]=[N:9][C:8]([CH:25]2[CH2:27][CH2:26]2)=[C:7]([O:12][CH2:13][CH:14]2[CH2:16][CH2:15]2)[N:6]=1)=[O:4]. (4) Given the reactants [C:1]([C:5]1[N:13]=[C:12]2[C:8]([N:9]=[CH:10][N:11]2[CH2:14][C:15]2[C:20]([Cl:21])=[CH:19][CH:18]=[CH:17][N:16]=2)=[C:7](Cl)[N:6]=1)([CH3:4])([CH3:3])[CH3:2].Cl.[F:24][C:25]([F:32])([F:31])[C:26]1([OH:30])[CH2:29][NH:28][CH2:27]1, predict the reaction product. The product is: [C:1]([C:5]1[N:13]=[C:12]2[C:8]([N:9]=[CH:10][N:11]2[CH2:14][C:15]2[C:20]([Cl:21])=[CH:19][CH:18]=[CH:17][N:16]=2)=[C:7]([N:28]2[CH2:29][C:26]([C:25]([F:32])([F:31])[F:24])([OH:30])[CH2:27]2)[N:6]=1)([CH3:4])([CH3:3])[CH3:2]. (5) Given the reactants [C:1]([C@H:3]1[CH2:7][N:6](C(OC(C)(C)C)=O)[C@H:5]([C:15](=[O:31])[NH:16][C:17]2[CH:22]=[CH:21][C:20]([O:23][C:24]3[CH:29]=[CH:28][C:27]([F:30])=[CH:26][CH:25]=3)=[CH:19][CH:18]=2)[CH2:4]1)#[N:2], predict the reaction product. The product is: [C:1]([C@H:3]1[CH2:7][NH:6][C@H:5]([C:15]([NH:16][C:17]2[CH:18]=[CH:19][C:20]([O:23][C:24]3[CH:25]=[CH:26][C:27]([F:30])=[CH:28][CH:29]=3)=[CH:21][CH:22]=2)=[O:31])[CH2:4]1)#[N:2]. (6) Given the reactants [C:1]([C:4]1[CH:5]=[C:6]([C:16]([O:18][CH3:19])=[O:17])[N:7]([C:9]2[C:14]([Cl:15])=[CH:13][CH:12]=[CH:11][N:10]=2)[CH:8]=1)(=[O:3])[CH3:2].[Br:20]Br, predict the reaction product. The product is: [Br:20][CH2:2][C:1]([C:4]1[CH:5]=[C:6]([C:16]([O:18][CH3:19])=[O:17])[N:7]([C:9]2[C:14]([Cl:15])=[CH:13][CH:12]=[CH:11][N:10]=2)[CH:8]=1)=[O:3]. (7) Given the reactants [H-].[Na+].[OH:3][CH2:4][CH:5]1[CH2:9][N:8]([C@@H:10]([CH2:18][CH3:19])[C:11]([O:13][C:14]([CH3:17])([CH3:16])[CH3:15])=[O:12])[C:7](=[O:20])[CH2:6]1.[CH2:21](Br)[C:22]1[CH:27]=[CH:26][CH:25]=[CH:24][CH:23]=1, predict the reaction product. The product is: [CH2:21]([O:3][CH2:4][CH:5]1[CH2:9][N:8]([C@@H:10]([CH2:18][CH3:19])[C:11]([O:13][C:14]([CH3:15])([CH3:16])[CH3:17])=[O:12])[C:7](=[O:20])[CH2:6]1)[C:22]1[CH:27]=[CH:26][CH:25]=[CH:24][CH:23]=1. (8) Given the reactants [CH:1]1([C:4]2[CH:5]=[N:6][N:7]([C:9]3[N:14]=[CH:13][C:12]([NH:15][CH:16]([C:20]4[CH:30]=[CH:29][C:23]([C:24]([O:26]CC)=[O:25])=[CH:22][CH:21]=4)[CH2:17][CH2:18][CH3:19])=[CH:11][CH:10]=3)[CH:8]=2)[CH2:3][CH2:2]1.O1CCCC1.[OH-].[Li+], predict the reaction product. The product is: [CH:1]1([C:4]2[CH:5]=[N:6][N:7]([C:9]3[N:14]=[CH:13][C:12]([NH:15][CH:16]([C:20]4[CH:30]=[CH:29][C:23]([C:24]([OH:26])=[O:25])=[CH:22][CH:21]=4)[CH2:17][CH2:18][CH3:19])=[CH:11][CH:10]=3)[CH:8]=2)[CH2:3][CH2:2]1. (9) Given the reactants [I:1]N1C(=O)CCC1=O.[S:9]1[CH:13]=[CH:12][CH:11]=[C:10]1[O:14][CH2:15][CH2:16][C:17]1[N:26]=[C:25]2[C:20]([CH2:21][CH2:22][CH2:23][N:24]2[C:27]([O:29][C:30]([CH3:33])([CH3:32])[CH3:31])=[O:28])=[CH:19][CH:18]=1, predict the reaction product. The product is: [I:1][C:13]1[S:9][C:10]([O:14][CH2:15][CH2:16][C:17]2[N:26]=[C:25]3[C:20]([CH2:21][CH2:22][CH2:23][N:24]3[C:27]([O:29][C:30]([CH3:33])([CH3:32])[CH3:31])=[O:28])=[CH:19][CH:18]=2)=[CH:11][CH:12]=1.